This data is from Forward reaction prediction with 1.9M reactions from USPTO patents (1976-2016). The task is: Predict the product of the given reaction. (1) Given the reactants [OH:1][CH2:2][CH:3]1[CH2:8][CH2:7][N:6]([C:9](=[O:14])[CH2:10][CH:11]([CH3:13])[CH3:12])[CH2:5][CH2:4]1.C(OC(=O)[NH:21][C@@H:22]([CH2:30][C:31]1[CH:36]=[CH:35][C:34]([C:37]2[CH:38]=[N:39][C:40](F)=[CH:41][CH:42]=2)=[CH:33][C:32]=1[F:44])[C:23](=[O:29])[N:24]1[CH2:28][CH2:27][CH2:26][CH2:25]1)(C)(C)C, predict the reaction product. The product is: [NH2:21][C@H:22]([C:23](=[O:29])[N:24]1[CH2:28][CH2:27][CH2:26][CH2:25]1)[CH2:30][C:31]1[CH:36]=[CH:35][C:34]([C:37]2[CH:42]=[CH:41][C:40]([O:1][CH2:2][CH:3]3[CH2:4][CH2:5][N:6]([C:9](=[O:14])[CH2:10][CH:11]([CH3:12])[CH3:13])[CH2:7][CH2:8]3)=[N:39][CH:38]=2)=[CH:33][C:32]=1[F:44]. (2) Given the reactants [CH3:1][N:2]1[C:10]2[C:5](=[CH:6][C:7]([C:11]([O:13]C)=[O:12])=[CH:8][CH:9]=2)[CH:4]=[N:3]1.[Li+].[OH-].OS([O-])(=O)=O.[K+], predict the reaction product. The product is: [CH3:1][N:2]1[C:10]2[C:5](=[CH:6][C:7]([C:11]([OH:13])=[O:12])=[CH:8][CH:9]=2)[CH:4]=[N:3]1. (3) Given the reactants Br[C:2]1[CH:7]=[CH:6][C:5]([OH:8])=[CH:4][CH:3]=1.[CH3:9][NH:10][C:11]1[CH:12]=[C:13]([CH3:17])[CH:14]=[CH:15][CH:16]=1, predict the reaction product. The product is: [CH3:9][N:10]([C:11]1[CH:12]=[C:13]([CH3:17])[CH:14]=[CH:15][CH:16]=1)[C:2]1[CH:7]=[CH:6][C:5]([OH:8])=[CH:4][CH:3]=1. (4) Given the reactants C1([NH:7][C:8]([C:10]2[C:11](=[O:23])[N:12]([CH3:22])[C:13]3[C:18]([C:19]=2O)=[CH:17][C:16]([F:21])=[CH:15][CH:14]=3)=O)CCCCC1.P(Cl)(Cl)([Cl:26])=O, predict the reaction product. The product is: [Cl:26][C:19]1[C:18]2[C:13](=[CH:14][CH:15]=[C:16]([F:21])[CH:17]=2)[N:12]([CH3:22])[C:11](=[O:23])[C:10]=1[C:8]#[N:7]. (5) Given the reactants [NH2:1][C:2]1[CH:3]=[C:4]([C:8]2[C:17]3[C:12](=[C:13]([C:18]([F:21])([F:20])[F:19])[CH:14]=[CH:15][CH:16]=3)[N:11]=[CH:10][C:9]=2[C:22]([C:24]2[CH:29]=[CH:28][CH:27]=[CH:26][CH:25]=2)=[O:23])[CH:5]=[CH:6][CH:7]=1.[F:30][C:31]1[CH:36]=[CH:35][CH:34]=[CH:33][C:32]=1[N:37]=[C:38]=[S:39], predict the reaction product. The product is: [C:22]([C:9]1[CH:10]=[N:11][C:12]2[C:17]([C:8]=1[C:4]1[CH:3]=[C:2]([NH:1][C:38]([NH:37][C:32]3[CH:33]=[CH:34][CH:35]=[CH:36][C:31]=3[F:30])=[S:39])[CH:7]=[CH:6][CH:5]=1)=[CH:16][CH:15]=[CH:14][C:13]=2[C:18]([F:21])([F:19])[F:20])(=[O:23])[C:24]1[CH:25]=[CH:26][CH:27]=[CH:28][CH:29]=1.